The task is: Predict the product of the given reaction.. This data is from Forward reaction prediction with 1.9M reactions from USPTO patents (1976-2016). (1) Given the reactants [C:1]1([CH2:7][O:8][CH2:9][C@@H:10]([OH:17])[C@H:11]([CH2:14][CH:15]=[CH2:16])[CH2:12][OH:13])[CH:6]=[CH:5][CH:4]=[CH:3][CH:2]=1.[C:18](Cl)(=[O:25])[C:19]1[CH:24]=[CH:23][CH:22]=[CH:21][CH:20]=1.O, predict the reaction product. The product is: [C:18]([O:13][CH2:12][C@H:11]([C@H:10]([OH:17])[CH2:9][O:8][CH2:7][C:1]1[CH:6]=[CH:5][CH:4]=[CH:3][CH:2]=1)[CH2:14][CH:15]=[CH2:16])(=[O:25])[C:19]1[CH:24]=[CH:23][CH:22]=[CH:21][CH:20]=1. (2) The product is: [N:26]1[CH:31]=[CH:30][CH:29]=[C:28]([C:2]2[CH:10]=[C:9]3[C:5]([CH2:6][C:7](=[O:11])[NH:8]3)=[CH:4][CH:3]=2)[CH:27]=1. Given the reactants Br[C:2]1[CH:10]=[C:9]2[C:5]([CH2:6][C:7](=[O:11])[NH:8]2)=[CH:4][CH:3]=1.C(O)C.C(=O)([O-])[O-].[Na+].[Na+].C(O)(O)CC.[N:26]1[CH:31]=[CH:30][CH:29]=[C:28](B(O)O)[CH:27]=1, predict the reaction product. (3) Given the reactants C(O)CO.C(=O)=O.[C:8]([O:11][CH2:12][CH2:13][C@H:14]1[CH2:19][CH2:18][C@H:17]([CH:20]([NH:24][C:25]([O:27][C:28]([CH3:31])([CH3:30])[CH3:29])=[O:26])[CH2:21][CH:22]=[O:23])[CH2:16][CH2:15]1)(=[O:10])[CH3:9].[BH4-].[Na+], predict the reaction product. The product is: [C:8]([O:11][CH2:12][CH2:13][C@H:14]1[CH2:19][CH2:18][C@H:17]([CH:20]([NH:24][C:25]([O:27][C:28]([CH3:31])([CH3:30])[CH3:29])=[O:26])[CH2:21][CH2:22][OH:23])[CH2:16][CH2:15]1)(=[O:10])[CH3:9]. (4) Given the reactants [Cl:1][C:2]1[CH:7]=[CH:6][CH:5]=[C:4]([Cl:8])[C:3]=1[NH:9][C:10]1[NH:11][C:12]2[C:18]3[CH2:19][C:20]([CH3:23])([CH3:22])[O:21][C:17]=3[C:16]([C:24](O)=[O:25])=[CH:15][C:13]=2[N:14]=1.F[B-](F)(F)F.[N:32]1(OC(N(C)C)=[N+](C)C)[C:36]2C=[CH:38][CH:39]=[CH:40][C:35]=2N=N1.CN1CCOCC1.C(N)CCCC, predict the reaction product. The product is: [Cl:8][C:4]1[CH:5]=[CH:6][CH:7]=[C:2]([Cl:1])[C:3]=1[NH:9][C:10]1[NH:11][C:12]2[C:18]3[CH2:19][C:20]([CH3:23])([CH3:22])[O:21][C:17]=3[C:16]([C:24]([NH:32][CH2:36][CH2:35][CH2:40][CH2:39][CH3:38])=[O:25])=[CH:15][C:13]=2[N:14]=1.